From a dataset of Full USPTO retrosynthesis dataset with 1.9M reactions from patents (1976-2016). Predict the reactants needed to synthesize the given product. (1) Given the product [Cl:20][CH:21]([Cl:40])[C:22]([NH:24][C@H:25]([CH2:38][F:39])[C@@H:26]([C:27]1[CH:28]=[CH:29][C:30]([C:2]2[CH:3]=[C:4]3[N:10]=[C:9]([CH2:11][NH:12][C:13](=[O:19])[O:14][C:15]([CH3:18])([CH3:17])[CH3:16])[S:8][C:5]3=[N:6][CH:7]=2)=[CH:31][CH:32]=1)[OH:37])=[O:23], predict the reactants needed to synthesize it. The reactants are: Br[C:2]1[CH:3]=[C:4]2[N:10]=[C:9]([CH2:11][NH:12][C:13](=[O:19])[O:14][C:15]([CH3:18])([CH3:17])[CH3:16])[S:8][C:5]2=[N:6][CH:7]=1.[Cl:20][CH:21]([Cl:40])[C:22]([NH:24][C@H:25]([CH2:38][F:39])[C@H:26]([OH:37])[C:27]1[CH:32]=[CH:31][C:30]([Sn](C)(C)C)=[CH:29][CH:28]=1)=[O:23].O1C=CC=C1P(C1OC=CC=1)C1OC=CC=1.C(NC(=O)[O-])(C)(C)C.FC(F)(F)C(O)=O. (2) The reactants are: [NH2:1][C:2]1[C:7]([C:8]([F:11])([F:10])[F:9])=[CH:6][CH:5]=[CH:4][C:3]=1[C:12]([C:14]1[CH:19]=[CH:18][CH:17]=[C:16]([OH:20])[CH:15]=1)=O.[CH3:21][O:22][C:23]1[CH:24]=[C:25]([CH2:29][CH:30]=O)[CH:26]=[CH:27][CH:28]=1. Given the product [CH3:21][O:22][C:23]1[CH:24]=[C:25]([C:29]2[CH:30]=[N:1][C:2]3[C:3]([C:12]=2[C:14]2[CH:15]=[C:16]([OH:20])[CH:17]=[CH:18][CH:19]=2)=[CH:4][CH:5]=[CH:6][C:7]=3[C:8]([F:11])([F:10])[F:9])[CH:26]=[CH:27][CH:28]=1, predict the reactants needed to synthesize it. (3) Given the product [CH3:3][O:4][CH:5]1[CH2:10][CH2:9][N:8]([C:11]2[N:16]=[C:15]([C:17]([NH:19][C:20]3[C:21]([CH3:31])=[CH:22][C:23]([C:24]([OH:26])=[O:25])=[CH:28][C:29]=3[CH3:30])=[O:18])[C:14]([CH3:32])=[CH:13][CH:12]=2)[CH2:7][CH2:6]1, predict the reactants needed to synthesize it. The reactants are: [OH-].[Li+].[CH3:3][O:4][CH:5]1[CH2:10][CH2:9][N:8]([C:11]2[N:16]=[C:15]([C:17]([NH:19][C:20]3[C:29]([CH3:30])=[CH:28][C:23]([C:24]([O:26]C)=[O:25])=[CH:22][C:21]=3[CH3:31])=[O:18])[C:14]([CH3:32])=[CH:13][CH:12]=2)[CH2:7][CH2:6]1.O.CO. (4) Given the product [CH2:30]([N:10]1[C:11]2([CH2:17][CH2:16][N:15]([C:18](=[O:26])[C:19]3[CH:20]=[CH:21][C:22]([Cl:25])=[CH:23][CH:24]=3)[CH2:14][CH2:13]2)[NH:12][C@@H:8]([CH2:1][C:2]2[CH:7]=[CH:6][CH:5]=[CH:4][CH:3]=2)[C:9]1=[O:27])[C:31]1[CH:36]=[CH:35][CH:34]=[CH:33][CH:32]=1, predict the reactants needed to synthesize it. The reactants are: [CH2:1]([C@@H:8]1[NH:12][C:11]2([CH2:17][CH2:16][N:15]([C:18](=[O:26])[C:19]3[CH:24]=[CH:23][C:22]([Cl:25])=[CH:21][CH:20]=3)[CH2:14][CH2:13]2)[NH:10][C:9]1=[O:27])[C:2]1[CH:7]=[CH:6][CH:5]=[CH:4][CH:3]=1.[H-].[Na+].[CH2:30](Cl)[C:31]1[CH:36]=[CH:35][CH:34]=[CH:33][CH:32]=1.[NH4+].[Cl-]. (5) Given the product [N:2]1([N:4]=[C:5]2[CH:6]=[CH:7][C:8]([NH:11][C:12](=[O:30])[CH:13]([C:25]3[S:26][CH:27]=[CH:28][CH:29]=3)[NH:14][C:15]([NH:17][C:18]3[CH:19]=[CH:20][C:21]([Cl:24])=[CH:22][CH:23]=3)=[O:16])=[CH:9][CH2:10]2)[CH2:1][CH2:33][CH2:32][CH2:3]1, predict the reactants needed to synthesize it. The reactants are: [CH3:1][N:2]([N:4]=[C:5]1[CH:10]=[CH:9][C:8]([NH:11][C:12](=[O:30])[CH:13]([C:25]2[S:26][CH:27]=[CH:28][CH:29]=2)[NH:14][C:15]([NH:17][C:18]2[CH:23]=[CH:22][C:21]([Cl:24])=[CH:20][CH:19]=2)=[O:16])=[CH:7][CH2:6]1)[CH3:3].N1CC[CH2:33][CH2:32]1.CC(O)=O. (6) The reactants are: [N:1]1([CH:7]2[CH2:12][CH2:11][NH:10][CH2:9][CH2:8]2)[CH2:6][CH2:5][CH2:4][CH2:3][CH2:2]1.C([O-])([O-])=O.[K+].[K+].[CH3:19][O:20][C:21]([C:23]1[C:32]2[C:27](=[CH:28][CH:29]=[CH:30][CH:31]=2)[N:26]=[C:25]([C:33]2[CH:38]=[CH:37][CH:36]=[CH:35][CH:34]=2)[C:24]=1[CH2:39]Br)=[O:22]. Given the product [CH3:19][O:20][C:21]([C:23]1[C:32]2[C:27](=[CH:28][CH:29]=[CH:30][CH:31]=2)[N:26]=[C:25]([C:33]2[CH:38]=[CH:37][CH:36]=[CH:35][CH:34]=2)[C:24]=1[CH2:39][N:10]1[CH2:11][CH2:12][CH:7]([N:1]2[CH2:6][CH2:5][CH2:4][CH2:3][CH2:2]2)[CH2:8][CH2:9]1)=[O:22], predict the reactants needed to synthesize it.